The task is: Predict the reaction yield, written as a fraction of the theoretical maximum amount of product (1.0 means a 100% yield; for example, 0.34 means a 34% yield).. This data is from Reaction yield outcomes from USPTO patents with 853,638 reactions. (1) The reactants are [Cl:1][CH2:2][CH2:3][O:4][C:5]1[C:6]([O:35][CH3:36])=[CH:7][C:8]2[N:12]=[CH:11][N:10]([C:13]3[S:17][C:16]([C:18]([O:20]C)=[O:19])=[C:15]([O:22][CH2:23][C:24]4[CH:29]=[CH:28][CH:27]=[CH:26][C:25]=4[C:30]([F:33])([F:32])[F:31])[CH:14]=3)[C:9]=2[CH:34]=1.[OH-].[Li+].[OH-].[Na+].C(OCC)C. The catalyst is CO. The product is [Cl:1][CH2:2][CH2:3][O:4][C:5]1[C:6]([O:35][CH3:36])=[CH:7][C:8]2[N:12]=[CH:11][N:10]([C:13]3[S:17][C:16]([C:18]([OH:20])=[O:19])=[C:15]([O:22][CH2:23][C:24]4[CH:29]=[CH:28][CH:27]=[CH:26][C:25]=4[C:30]([F:33])([F:32])[F:31])[CH:14]=3)[C:9]=2[CH:34]=1. The yield is 0.710. (2) The reactants are [CH3:1][N:2]([CH3:15])[C:3](=[O:14])[CH2:4][CH2:5][CH2:6][C:7]1[CH:12]=[CH:11][C:10]([NH2:13])=[CH:9][CH:8]=1.[C:16]1(=O)[CH2:19][CH2:18][CH2:17]1.[Si]([C:25]#[N:26])(C)(C)C. The yield is 0.570. The catalyst is C(OCC)(=O)C. The product is [CH3:15][N:2]([CH3:1])[C:3](=[O:14])[CH2:4][CH2:5][CH2:6][C:7]1[CH:8]=[CH:9][C:10]([NH:13][C:16]2([C:25]#[N:26])[CH2:19][CH2:18][CH2:17]2)=[CH:11][CH:12]=1. (3) The reactants are [F:1][C:2]1[CH:3]=[CH:4][C:5]2[C:14]([CH:15]=1)=[C:13]1[C:8]([CH:9]=[CH:10][CH:11]=[CH:12]1)=[N:7][C:6]=2[NH2:16].[C:17](Cl)(=O)[CH3:18].C(=O)(O)[O-].[Na+]. The catalyst is O.C(O)(C)C. The product is [F:1][C:2]1[CH:3]=[CH:4][C:5]2[C:6]3[N:7]([CH:17]=[CH:18][N:16]=3)[C:8]3[CH:9]=[CH:10][CH:11]=[CH:12][C:13]=3[C:14]=2[CH:15]=1. The yield is 0.520. (4) The reactants are [C:1]([O:5][C:6](=[O:49])[NH:7][CH:8]([C:21](=[O:48])[N:22]([CH:34]([C:36]1[NH:37][CH:38]=[C:39]([C:41]2[CH:46]=[CH:45][CH:44]=[C:43](Br)[CH:42]=2)[N:40]=1)[CH3:35])[CH2:23][C:24]1[CH:29]=[CH:28][C:27]([O:30][CH3:31])=[C:26]([O:32][CH3:33])[CH:25]=1)[CH2:9][C:10]1[C:15]([CH3:16])=[CH:14][C:13]([C:17](=[O:19])[NH2:18])=[CH:12][C:11]=1[CH3:20])([CH3:4])([CH3:3])[CH3:2].[C:50]([O-])([O-:52])=[O:51].[K+].[K+]. The catalyst is CN(C=O)C.CC([O-])=O.CC([O-])=O.[Pd+2].[CH-]1C(P(C2C=CC=CC=2)C2C=CC=CC=2)=CC=C1.[CH-]1C(P(C2C=CC=CC=2)C2C=CC=CC=2)=CC=C1.[Fe+2]. The product is [C:1]([O:5][C:6]([NH:7][CH:8]([CH2:9][C:10]1[C:15]([CH3:16])=[CH:14][C:13]([C:17](=[O:19])[NH2:18])=[CH:12][C:11]=1[CH3:20])[C:21]([N:22]([CH2:23][C:24]1[CH:29]=[CH:28][C:27]([O:30][CH3:31])=[C:26]([O:32][CH3:33])[CH:25]=1)[CH:34]([C:36]1[NH:37][CH:38]=[C:39]([C:41]2[CH:42]=[C:43]([CH:44]=[CH:45][CH:46]=2)[C:50]([OH:52])=[O:51])[N:40]=1)[CH3:35])=[O:48])=[O:49])([CH3:4])([CH3:3])[CH3:2]. The yield is 0.870. (5) The reactants are C(OC(=O)[NH:7][C:8]1[CH:13]=[CH:12][C:11]([C:14]2[N:18]=[C:17]([C:19]3[CH:24]=[CH:23][C:22]([O:25][C:26]([F:29])([F:28])[F:27])=[CH:21][CH:20]=3)[O:16][N:15]=2)=[CH:10][CH:9]=1)(C)(C)C.C(OC(=O)NC1C=CC(C(=N)NO)=CC=1)(C)(C)C.FC(F)(F)OC1C=CC(C=O)=CC=1. The catalyst is C(O)(=O)C.C(Cl)(Cl)Cl. The product is [F:29][C:26]([F:27])([F:28])[O:25][C:22]1[CH:21]=[CH:20][C:19]([C:17]2[O:16][N:15]=[C:14]([C:11]3[CH:12]=[CH:13][C:8]([NH2:7])=[CH:9][CH:10]=3)[N:18]=2)=[CH:24][CH:23]=1. The yield is 0.150. (6) The reactants are [C:1]([O:5][C:6]([NH:8][C:9]1[S:10][C:11]2[CH:17]=[C:16]([C:18]([OH:20])=O)[CH:15]=[CH:14][C:12]=2[N:13]=1)=[O:7])([CH3:4])([CH3:3])[CH3:2].[NH:21]1[CH2:25][CH2:24][CH2:23][CH2:22]1.C(Cl)CCl.CCN(C(C)C)C(C)C. The catalyst is O1CCCC1.ClCCl.O. The product is [N:21]1([C:18]([C:16]2[CH:15]=[CH:14][C:12]3[N:13]=[C:9]([NH:8][C:6](=[O:7])[O:5][C:1]([CH3:2])([CH3:3])[CH3:4])[S:10][C:11]=3[CH:17]=2)=[O:20])[CH2:25][CH2:24][CH2:23][CH2:22]1. The yield is 0.920. (7) The reactants are CS([CH:5]1[CH2:10][CH2:9][C:8](=O)[CH2:7][CH2:6]1)(=O)=O.[N:12]1[CH:17]=[CH:16][CH:15]=[C:14]([CH2:18][NH2:19])[CH:13]=1.CC(O)([C:23]#[N:24])C.C(N(CC)CC)C. The catalyst is CO. The product is [N:12]1[CH:17]=[CH:16][CH:15]=[C:14]([CH2:18][N:19]2[CH:8]3[CH2:9][CH2:10][C:5]2([C:23]#[N:24])[CH2:6][CH2:7]3)[CH:13]=1. The yield is 0.500. (8) The reactants are [Cl-].O[NH3+].[C:4](=[O:7])([O-])[OH:5].[Na+].[CH2:9]([C:11]1[S:49][C:14]2[N:15]([CH2:33][C:34]3[CH:39]=[CH:38][C:37]([C:40]4[C:41]([C:46]#[N:47])=[CH:42][CH:43]=[CH:44][CH:45]=4)=[CH:36][C:35]=3[F:48])[C:16](=[O:32])[N:17]([CH2:20][C:21]([C:23]3[CH:28]=[CH:27][C:26]([O:29][CH3:30])=[C:25]([F:31])[CH:24]=3)=[O:22])[C:18](=[O:19])[C:13]=2[CH:12]=1)[CH3:10].[N:50]12CCCN=C1CCCCC2. The catalyst is C(Cl)(Cl)Cl.C(Cl)Cl.CS(C)=O. The product is [CH2:9]([C:11]1[S:49][C:14]2[N:15]([CH2:33][C:34]3[CH:39]=[CH:38][C:37]([C:40]4[CH:45]=[CH:44][CH:43]=[CH:42][C:41]=4[C:46]4[NH:50][C:4](=[O:7])[O:5][N:47]=4)=[CH:36][C:35]=3[F:48])[C:16](=[O:32])[N:17]([CH2:20][C:21]([C:23]3[CH:28]=[CH:27][C:26]([O:29][CH3:30])=[C:25]([F:31])[CH:24]=3)=[O:22])[C:18](=[O:19])[C:13]=2[CH:12]=1)[CH3:10]. The yield is 0.510. (9) The reactants are [NH2:1][C:2]1[CH:7]=[CH:6][CH:5]=[CH:4][C:3]=1[S:8]([CH:11]([CH3:13])[CH3:12])(=[O:10])=[O:9].[H-].[Na+].[Cl:16][C:17]1[N:18]=[C:19](Cl)[C:20]2[CH:25]=[CH:24][N:23]([CH2:26][O:27][CH2:28][CH2:29][Si:30]([CH3:33])([CH3:32])[CH3:31])[C:21]=2[N:22]=1. The catalyst is CN(C=O)C. The product is [Cl:16][C:17]1[N:18]=[C:19]([NH:1][C:2]2[CH:7]=[CH:6][CH:5]=[CH:4][C:3]=2[S:8]([CH:11]([CH3:13])[CH3:12])(=[O:10])=[O:9])[C:20]2[CH:25]=[CH:24][N:23]([CH2:26][O:27][CH2:28][CH2:29][Si:30]([CH3:33])([CH3:32])[CH3:31])[C:21]=2[N:22]=1. The yield is 0.420.